From a dataset of Catalyst prediction with 721,799 reactions and 888 catalyst types from USPTO. Predict which catalyst facilitates the given reaction. (1) Reactant: [F:1][C:2]1[CH:7]=[C:6]([F:8])[CH:5]=[CH:4][C:3]=1[OH:9].[Cl:10][CH2:11][C:12]([NH:14][CH2:15]O)=[O:13].S(=O)(=O)(O)O. Product: [Cl:10][CH2:11][C:12]([NH:14][CH2:15][C:4]1[CH:5]=[C:6]([F:8])[CH:7]=[C:2]([F:1])[C:3]=1[OH:9])=[O:13]. The catalyst class is: 15. (2) Reactant: [NH2:1][C:2]([NH2:4])=[O:3].[O-]CC.[Na+].[CH3:9][O:10][C:11]1[CH:12]=[C:13]([CH:19]=[C:20]([C:24]2[CH:29]=[CH:28][C:27]([O:30][C:31]3[CH:36]=[CH:35][C:34]([CH:37]=[CH:38][C:39](OCC)=[O:40])=[CH:33][CH:32]=3)=[CH:26][CH:25]=2)[C:21]([OH:23])=[O:22])[CH:14]=[C:15]([O:17][CH3:18])[CH:16]=1. Product: [CH3:18][O:17][C:15]1[CH:14]=[C:13]([CH:19]=[C:20]([C:24]2[CH:29]=[CH:28][C:27]([O:30][C:31]3[CH:32]=[CH:33][C:34]([CH:37]=[CH:38][C:39](=[O:40])[NH:1][C:2]([NH2:4])=[O:3])=[CH:35][CH:36]=3)=[CH:26][CH:25]=2)[C:21]([OH:23])=[O:22])[CH:12]=[C:11]([O:10][CH3:9])[CH:16]=1. The catalyst class is: 8. (3) Product: [OH:41][CH2:40][CH2:39][C:35]1([NH:34][CH:4]=[C:3]([C:2](=[O:1])[C:7]2[CH:12]=[C:11]([F:13])[C:10]([F:14])=[C:9]([F:15])[C:8]=2[F:16])[C:24]([O:28][CH2:29][CH3:30])=[O:31])[CH2:38][CH2:37][CH2:36]1. The catalyst class is: 11. Reactant: [O:1]=[C:2]([C:7]1[CH:12]=[C:11]([F:13])[C:10]([F:14])=[C:9]([F:15])[C:8]=1[F:16])[CH2:3][C:4]([O-])=O.CC(OC(C)=O)=O.[CH:24]([O:31]CC)([O:28][CH2:29][CH3:30])OCC.[NH2:34][C:35]1([CH2:39][CH2:40][OH:41])[CH2:38][CH2:37][CH2:36]1. (4) Reactant: C([O:8][C:9](=[O:58])[C@H:10]([CH:55]([CH3:57])[CH3:56])[N:11]([CH2:18][C:19]1[CH:24]=[CH:23][C:22]([C:25]2[CH:30]=[CH:29][CH:28]=[CH:27][C:26]=2[C:31]2[N:35](C(C3C=CC=CC=3)(C3C=CC=CC=3)C3C=CC=CC=3)[N:34]=[N:33][N:32]=2)=[CH:21][CH:20]=1)[C:12](=[O:17])[CH2:13][CH2:14][CH2:15][CH3:16])C1C=CC=CC=1. Product: [O:17]=[C:12]([N:11]([CH2:18][C:19]1[CH:20]=[CH:21][C:22]([C:25]2[CH:30]=[CH:29][CH:28]=[CH:27][C:26]=2[C:31]2[NH:35][N:34]=[N:33][N:32]=2)=[CH:23][CH:24]=1)[C@H:10]([C:9]([OH:58])=[O:8])[CH:55]([CH3:57])[CH3:56])[CH2:13][CH2:14][CH2:15][CH3:16]. The catalyst class is: 19. (5) Reactant: Br[C:2]1[CH:3]=[C:4]([C:15]2[CH:20]=[CH:19][CH:18]=[CH:17][C:16]=2[C:21]#[N:22])[C:5](=[O:14])[N:6]([C:8]2[CH:13]=[CH:12][CH:11]=[CH:10][CH:9]=2)[CH:7]=1.[N+:23]([C:26]1[CH:31]=[CH:30][CH:29]=[CH:28][C:27]=1B(O)O)([O-:25])=[O:24].C(=O)([O-])[O-].[Cs+].[Cs+].O. Product: [C:21]([C:16]1[CH:17]=[CH:18][CH:19]=[CH:20][C:15]=1[C:4]1[C:5](=[O:14])[N:6]([C:8]2[CH:13]=[CH:12][CH:11]=[CH:10][CH:9]=2)[CH:7]=[C:2]([C:27]2[CH:28]=[CH:29][CH:30]=[CH:31][C:26]=2[N+:23]([O-:25])=[O:24])[CH:3]=1)#[N:22]. The catalyst class is: 9.